From a dataset of Peptide-MHC class I binding affinity with 185,985 pairs from IEDB/IMGT. Regression. Given a peptide amino acid sequence and an MHC pseudo amino acid sequence, predict their binding affinity value. This is MHC class I binding data. (1) The peptide sequence is QTLPANPPPA. The MHC is Patr-A0301 with pseudo-sequence Patr-A0301. The binding affinity (normalized) is 0. (2) The peptide sequence is MTYKLAIDMS. The MHC is Mamu-A01 with pseudo-sequence Mamu-A01. The binding affinity (normalized) is 0.426. (3) The peptide sequence is FTHTTAFFNT. The MHC is HLA-A02:01 with pseudo-sequence HLA-A02:01. The binding affinity (normalized) is 0.149. (4) The binding affinity (normalized) is 0.0847. The MHC is HLA-A69:01 with pseudo-sequence HLA-A69:01. The peptide sequence is NLGDKQDTF.